Dataset: Reaction yield outcomes from USPTO patents with 853,638 reactions. Task: Predict the reaction yield, written as a fraction of the theoretical maximum amount of product (1.0 means a 100% yield; for example, 0.34 means a 34% yield). (1) The reactants are [NH2:1][CH2:2][CH2:3][CH2:4][C:5]1([C:27]2[CH:32]=[CH:31][CH:30]=[CH:29][CH:28]=2)[N:9]([C:10]([N:12]([O:14]C(C)(C)C)[CH3:13])=[O:11])[N:8]=[C:7]([C:19]2[CH:24]=[C:23]([F:25])[CH:22]=[CH:21][C:20]=2[F:26])[S:6]1.C(O)(C(F)(F)F)=O. No catalyst specified. The product is [NH2:1][CH2:2][CH2:3][CH2:4][C:5]1([C:27]2[CH:28]=[CH:29][CH:30]=[CH:31][CH:32]=2)[N:9]([C:10]([N:12]([OH:14])[CH3:13])=[O:11])[N:8]=[C:7]([C:19]2[CH:24]=[C:23]([F:25])[CH:22]=[CH:21][C:20]=2[F:26])[S:6]1. The yield is 0.490. (2) The reactants are [CH2:1]([O:8][C:9]([N:11]1[CH2:16][CH2:15][CH:14]([C:17]([OH:19])=O)[CH2:13][CH:12]1[C:20]1[N:24]([CH3:25])[N:23]=[N:22][N:21]=1)=[O:10])[C:2]1[CH:7]=[CH:6][CH:5]=[CH:4][CH:3]=1.N1(C(N2C=CN=C2)=O)C=CN=C1.[CH2:38]([O:40][C:41](=[O:46])[CH2:42]C([O-])=O)[CH3:39].[K+].[Cl-].[Mg+2].[Cl-]. The catalyst is C1COCC1. The product is [CH2:38]([O:40][C:41](=[O:46])[CH2:42][C:17]([C@H:14]1[CH2:15][CH2:16][N:11]([C:9]([O:8][CH2:1][C:2]2[CH:7]=[CH:6][CH:5]=[CH:4][CH:3]=2)=[O:10])[C@@H:12]([C:20]2[N:24]([CH3:25])[N:23]=[N:22][N:21]=2)[CH2:13]1)=[O:19])[CH3:39]. The yield is 0.810. (3) The reactants are [F:1][C:2]1[CH:3]=[C:4]([C:10]2[C:15]([C:16]3[CH:21]=[CH:20][C:19]([O:22][CH3:23])=[CH:18][CH:17]=3)=[N:14][NH:13][C:12](=[O:24])[CH:11]=2)[CH:5]=[CH:6][C:7]=1[O:8][CH3:9].[Cl:25][C:26]1[CH:35]=[CH:34][C:29]([CH:30]=[CH:31][CH2:32]Cl)=[CH:28][CH:27]=1. No catalyst specified. The product is [Cl:25][C:26]1[CH:35]=[CH:34][C:29]([CH:30]=[CH:31][CH2:32][N:13]2[C:12](=[O:24])[CH:11]=[C:10]([C:4]3[CH:5]=[CH:6][C:7]([O:8][CH3:9])=[C:2]([F:1])[CH:3]=3)[C:15]([C:16]3[CH:17]=[CH:18][C:19]([O:22][CH3:23])=[CH:20][CH:21]=3)=[N:14]2)=[CH:28][CH:27]=1. The yield is 0.587. (4) The reactants are CCN=C=NCCCN(C)C.Cl.[C:13]([O:16][C:17]1[CH:25]=[CH:24][C:23]([Cl:26])=[CH:22][C:18]=1[C:19]([OH:21])=O)(=[O:15])[CH3:14].Cl.[NH2:28][CH2:29][C:30]([NH:32][C:33]1[CH:38]=[C:37]([C:39]([F:42])([F:41])[F:40])[CH:36]=[C:35]([C:43]([F:46])([F:45])[F:44])[CH:34]=1)=[O:31].ON1C2C=CC=CC=2N=N1.Cl. The catalyst is CN(C)C=O. The product is [C:13]([O:16][C:17]1[CH:25]=[CH:24][C:23]([Cl:26])=[CH:22][C:18]=1[C:19]([NH:28][CH2:29][C:30](=[O:31])[NH:32][C:33]1[CH:38]=[C:37]([C:39]([F:42])([F:41])[F:40])[CH:36]=[C:35]([C:43]([F:44])([F:45])[F:46])[CH:34]=1)=[O:21])(=[O:15])[CH3:14]. The yield is 0.693. (5) The reactants are [NH2:1][C:2]1[N:7]=[C:6]([CH3:8])[N:5]=[C:4]([C:9]2[CH:10]=[C:11]([C:25](=[O:27])[CH3:26])[CH:12]=[N:13][C:14]=2[NH:15][C:16]2[CH:17]=[N:18][C:19]([O:23][CH3:24])=[C:20]([F:22])[CH:21]=2)[CH:3]=1.[CH3:28][Mg]Br. The catalyst is C1COCC1. The product is [NH2:1][C:2]1[N:7]=[C:6]([CH3:8])[N:5]=[C:4]([C:9]2[CH:10]=[C:11]([C:25]([OH:27])([CH3:28])[CH3:26])[CH:12]=[N:13][C:14]=2[NH:15][C:16]2[CH:17]=[N:18][C:19]([O:23][CH3:24])=[C:20]([F:22])[CH:21]=2)[CH:3]=1. The yield is 0.630. (6) No catalyst specified. The reactants are C(N(CCCC)C(C1N=C(C2C=CC(C(O)=O)=CC=2C(N2[C@H](CO)CC3C(=CC=CC=3)C2)=O)N(CCC2C=CC=CC=2)C=1)=O)CCC.[Si:48]([O:55][CH2:56][C@@H:57]1[CH2:66][C:65]2[C:60](=[CH:61][CH:62]=[CH:63][CH:64]=2)[CH2:59][N:58]1[C:67]([C:69]1[CH:70]=[C:71]([CH:76]=[CH:77][C:78]=1[C:79]1[N:80]([CH2:95][CH2:96][CH2:97][N:98]2[CH2:103][CH2:102][N:101]([CH3:104])[CH2:100][CH2:99]2)[CH:81]=[C:82]([C:84](=[O:94])[N:85]([CH2:90][CH2:91][CH2:92][CH3:93])[CH2:86][CH2:87][CH2:88][CH3:89])[N:83]=1)[C:72]([O:74]C)=[O:73])=[O:68])([C:51]([CH3:54])([CH3:53])[CH3:52])([CH3:50])[CH3:49]. The yield is 0.680. The product is [Si:48]([O:55][CH2:56][C@@H:57]1[CH2:66][C:65]2[C:60](=[CH:61][CH:62]=[CH:63][CH:64]=2)[CH2:59][N:58]1[C:67]([C:69]1[CH:70]=[C:71]([CH:76]=[CH:77][C:78]=1[C:79]1[N:80]([CH2:95][CH2:96][CH2:97][N:98]2[CH2:103][CH2:102][N:101]([CH3:104])[CH2:100][CH2:99]2)[CH:81]=[C:82]([C:84](=[O:94])[N:85]([CH2:90][CH2:91][CH2:92][CH3:93])[CH2:86][CH2:87][CH2:88][CH3:89])[N:83]=1)[C:72]([OH:74])=[O:73])=[O:68])([C:51]([CH3:53])([CH3:52])[CH3:54])([CH3:49])[CH3:50]. (7) The reactants are [Na].[CH3:2][CH:3]1[O:7][C:6](=[O:8])[NH:5][C:4]1=[O:9].[N+:10]([C:13]1[CH:20]=[CH:19][CH:18]=[CH:17][C:14]=1[CH2:15]Br)([O-:12])=[O:11].[Cl-].[NH4+]. The catalyst is CN(C)C=O. The product is [CH3:2][CH:3]1[O:7][C:6](=[O:8])[N:5]([CH2:15][C:14]2[CH:17]=[CH:18][CH:19]=[CH:20][C:13]=2[N+:10]([O-:12])=[O:11])[C:4]1=[O:9]. The yield is 0.950. (8) The reactants are C([O:3][C:4](=[O:10])[CH2:5][C@H:6]([NH2:9])[CH2:7][CH3:8])C.Br[C:12]1[CH:17]=[CH:16][C:15]([C:18]([F:21])([F:20])[F:19])=[CH:14][CH:13]=1.C(=O)([O-])[O-].[K+].[K+].Cl. The catalyst is [Cu](I)I.C(OCC)(=O)C.O.CN(C)C=O. The product is [F:19][C:18]([F:21])([F:20])[C:15]1[CH:16]=[CH:17][C:12]([NH:9][C@H:6]([CH2:7][CH3:8])[CH2:5][C:4]([OH:3])=[O:10])=[CH:13][CH:14]=1. The yield is 0.403. (9) The reactants are [CH3:1][N:2]1[C:6]2[CH:7]=[C:8]([NH2:11])[CH:9]=[CH:10][C:5]=2[N:4]=[CH:3]1.[Br:12]Br.N. The catalyst is CC(O)=O. The product is [CH3:1][N:2]1[C:6]2[C:7]([Br:12])=[C:8]([NH2:11])[CH:9]=[CH:10][C:5]=2[N:4]=[CH:3]1. The yield is 0.350. (10) The reactants are [N:1]1[CH:6]=[CH:5][CH:4]=[C:3]([C:7]2[CH:8]=[C:9]([CH:16]=[CH:17][CH:18]=2)[O:10][CH2:11][C:12](OC)=[O:13])[CH:2]=1.[NH2:19][NH2:20]. The catalyst is CCO. The product is [N:1]1[CH:6]=[CH:5][CH:4]=[C:3]([C:7]2[CH:8]=[C:9]([CH:16]=[CH:17][CH:18]=2)[O:10][CH2:11][C:12]([NH:19][NH2:20])=[O:13])[CH:2]=1. The yield is 0.890.